Dataset: Full USPTO retrosynthesis dataset with 1.9M reactions from patents (1976-2016). Task: Predict the reactants needed to synthesize the given product. (1) Given the product [CH3:21][S:19][C:18]1[N:17]=[N:16][C:5]([C:7]2[CH:12]=[CH:11][CH:10]=[CH:9][CH:8]=2)=[CH:4][N:20]=1, predict the reactants needed to synthesize it. The reactants are: C(O[CH:4](OCC)[C:5]([C:7]1[CH:12]=[CH:11][CH:10]=[CH:9][CH:8]=1)=O)C.[NH2:16][NH:17][C:18]([NH2:20])=[S:19].[C:21]1(C)C=CC(S(O)(=O)=O)=CC=1.CI. (2) Given the product [CH3:16][Si:2]([CH3:1])([CH3:15])[CH:3]([CH2:5][C:6]1[CH:11]=[CH:10][CH:9]=[CH:8][C:7]=1[NH2:12])[CH3:4], predict the reactants needed to synthesize it. The reactants are: [CH3:1][Si:2]([CH3:16])([CH3:15])[CH:3]([CH2:5][C:6]1[CH:11]=[CH:10][CH:9]=[CH:8][C:7]=1[N+:12]([O-])=O)[CH3:4].C[Si](C)(C)C(CC1C=CC([N+]([O-])=O)=CC=1)C.[H][H]. (3) Given the product [CH2:41]([N:5]([CH2:1][CH2:2][CH2:3][CH3:4])[C:6]([C:8]1[N:9]=[C:10]([C:21]2[CH:30]=[CH:29][C:24]([C:25]([O:27][CH3:28])=[O:26])=[CH:23][C:22]=2[C:31]([O:33][CH2:34][C:35]2[CH:36]=[CH:37][CH:38]=[CH:39][CH:40]=2)=[O:32])[N:11]([CH3:13])[CH:12]=1)=[O:7])[CH2:42][CH2:43][CH3:44], predict the reactants needed to synthesize it. The reactants are: [CH2:1]([N:5]([CH2:41][CH2:42][CH2:43][CH3:44])[C:6]([C:8]1[N:9]=[C:10]([C:21]2[CH:30]=[CH:29][C:24]([C:25]([O:27][CH3:28])=[O:26])=[CH:23][C:22]=2[C:31]([O:33][CH2:34][C:35]2[CH:40]=[CH:39][CH:38]=[CH:37][CH:36]=2)=[O:32])[N:11]([CH2:13]CC2C=CC=CC=2)[CH:12]=1)=[O:7])[CH2:2][CH2:3][CH3:4].C(N(CCCC)C(C1N=C(C2C=CC(C(OC)=O)=CC=2C(OCC2C=CC=CC=2)=O)NC=1)=O)CCC.CI. (4) Given the product [CH3:11][C:12]1([OH:18])[CH2:17][CH2:16][CH2:15][N:14]([C:2]2[CH:7]=[CH:6][N:5]=[CH:4][C:3]=2[N+:8]([O-:10])=[O:9])[CH2:13]1, predict the reactants needed to synthesize it. The reactants are: Cl[C:2]1[CH:7]=[CH:6][N:5]=[CH:4][C:3]=1[N+:8]([O-:10])=[O:9].[CH3:11][C:12]1([OH:18])[CH2:17][CH2:16][CH2:15][NH:14][CH2:13]1.C(N(CC)CC)C. (5) Given the product [CH3:1][C:2]1[C:3]([O:20][CH2:21][C:22]([F:25])([F:23])[F:24])=[CH:4][CH:5]=[N:6][C:7]=1[CH2:8][S+:9]([O-:19])[C:10]1[NH:18][C:17]2[CH:16]=[CH:15][CH:14]=[CH:13][C:12]=2[N:11]=1, predict the reactants needed to synthesize it. The reactants are: [CH3:1][C:2]1[C:3]([O:20][CH2:21][C:22]([F:25])([F:24])[F:23])=[CH:4][CH:5]=[N:6][C:7]=1[CH2:8][S+:9]([O-:19])[C:10]1[NH:11][C:12]2[CH:13]=[CH:14][CH:15]=[CH:16][C:17]=2[N:18]=1.[Na].[OH-].[Na+]. (6) Given the product [O:4]=[C:5]1[CH2:10][CH2:9][CH:8]([O:11][C:12]2[N:17]=[C:16]([C:18]([F:21])([F:20])[F:19])[N:15]=[C:14]([C:22]([OH:24])=[O:23])[CH:13]=2)[CH2:7][CH2:6]1, predict the reactants needed to synthesize it. The reactants are: O1[C:5]2([CH2:10][CH2:9][CH:8]([O:11][C:12]3[N:17]=[C:16]([C:18]([F:21])([F:20])[F:19])[N:15]=[C:14]([C:22]([OH:24])=[O:23])[CH:13]=3)[CH2:7][CH2:6]2)[O:4]CC1.Cl.O. (7) Given the product [NH2:11][C:9]1[CH:8]=[CH:7][C:6]2[O:14][CH2:2][C:3](=[O:4])[C:5]=2[CH:10]=1, predict the reactants needed to synthesize it. The reactants are: Br[CH2:2][C:3]([C:5]1[CH:10]=[C:9]([N+:11]([O-])=O)[CH:8]=[CH:7][C:6]=1[OH:14])=[O:4].C(N(CC)CC)C.